From a dataset of Full USPTO retrosynthesis dataset with 1.9M reactions from patents (1976-2016). Predict the reactants needed to synthesize the given product. (1) Given the product [Si:1]([O:8][CH2:9][CH2:10][S:11][C:12]1[CH:13]=[C:14]2[C:18](=[CH:19][CH:20]=1)[N:17]([C:22]1[N:27]=[CH:26][N:25]=[C:24]([O:28][CH:29]3[CH2:34][CH2:33][N:32]([C:35]([O:37][CH:38]([CH3:40])[CH3:39])=[O:36])[CH2:31][CH2:30]3)[CH:23]=1)[CH2:16][CH2:15]2)([C:4]([CH3:7])([CH3:6])[CH3:5])([CH3:3])[CH3:2], predict the reactants needed to synthesize it. The reactants are: [Si:1]([O:8][CH2:9][CH2:10][S:11][C:12]1[CH:13]=[C:14]2[C:18](=[CH:19][CH:20]=1)[NH:17][CH2:16][CH2:15]2)([C:4]([CH3:7])([CH3:6])[CH3:5])([CH3:3])[CH3:2].Cl[C:22]1[N:27]=[CH:26][N:25]=[C:24]([O:28][CH:29]2[CH2:34][CH2:33][N:32]([C:35]([O:37][CH:38]([CH3:40])[CH3:39])=[O:36])[CH2:31][CH2:30]2)[CH:23]=1.C[Si]([N-][Si](C)(C)C)(C)C.[Na+].O1CCCC1. (2) Given the product [C:23]([C:22]1[CH:25]=[C:18]([C:16]2[S:17][C:13]([C:8]3[CH:7]=[CH:6][CH:5]=[C:4]4[C:9]=3[CH2:10][CH2:11][CH2:12][C@H:3]4[NH:2][S:31]([CH3:30])(=[O:33])=[O:32])=[N:14][N:15]=2)[CH:19]=[CH:20][C:21]=1[O:26][CH:27]([CH3:29])[CH3:28])#[N:24], predict the reactants needed to synthesize it. The reactants are: Cl.[NH2:2][C@@H:3]1[CH2:12][CH2:11][CH2:10][C:9]2[C:8]([C:13]3[S:17][C:16]([C:18]4[CH:19]=[CH:20][C:21]([O:26][CH:27]([CH3:29])[CH3:28])=[C:22]([CH:25]=4)[C:23]#[N:24])=[N:15][N:14]=3)=[CH:7][CH:6]=[CH:5][C:4]1=2.[CH3:30][S:31](Cl)(=[O:33])=[O:32]. (3) Given the product [CH3:1][CH:2]([N:4]1[C:8]([CH3:9])=[CH:7][C:6](=[O:10])[NH:5]1)[CH3:3], predict the reactants needed to synthesize it. The reactants are: [CH3:1][CH:2]([N:4]1[CH:8]([CH3:9])[CH2:7][C:6](=[O:10])[NH:5]1)[CH3:3].OO.O.[OH-].[Na+]. (4) The reactants are: OP(O)(O)=O.[C:6]([C:10]1[CH:15]=[CH:14][N:13]=[CH:12][CH:11]=1)(=O)[CH2:7][CH3:8].[NH:16]([C:18]1C=[CH:25][C:21]([C:22]([OH:24])=[O:23])=[CH:20][CH:19]=1)N. Given the product [N:13]1[CH:14]=[CH:15][C:10]([C:6]2[NH:16][C:18]3[C:8]([CH:7]=2)=[CH:25][C:21]([C:22]([OH:24])=[O:23])=[CH:20][CH:19]=3)=[CH:11][CH:12]=1, predict the reactants needed to synthesize it. (5) Given the product [CH:19]([C:16]1[CH:17]=[CH:18][C:13]([S:10]([NH:9][C:4]2[CH:5]=[CH:6][C:7]3[NH:8][C:29]([CH2:28][NH:27][C:23](=[O:26])[CH2:24][CH3:25])=[N:1][C:2]=3[CH:3]=2)(=[O:12])=[O:11])=[CH:14][CH:15]=1)([CH3:21])[CH3:20], predict the reactants needed to synthesize it. The reactants are: [NH2:1][C:2]1[CH:3]=[C:4]([NH:9][S:10]([C:13]2[CH:18]=[CH:17][C:16]([CH:19]([CH3:21])[CH3:20])=[CH:15][CH:14]=2)(=[O:12])=[O:11])[CH:5]=[CH:6][C:7]=1[NH2:8].Cl.[C:23]([NH:27][CH2:28][C:29](O)=O)(=[O:26])[CH2:24][CH3:25].ON1C2N=CC=CC=2N=N1.C(N=C=NCCCN(C)C)C.C(N(C(C)C)CC)(C)C. (6) Given the product [F:13][C:10]1([F:14])[CH2:11][CH2:12][C@@H:8]([C:5]2[CH:6]=[CH:7][C:2]([C:20]([OH:22])=[O:21])=[CH:3][CH:4]=2)[CH2:9]1, predict the reactants needed to synthesize it. The reactants are: Br[C:2]1[CH:7]=[CH:6][C:5]([C@@H:8]2[CH2:12][CH2:11][C:10]([F:14])([F:13])[CH2:9]2)=[CH:4][CH:3]=1.[Li]CCCC.[C:20](=[O:22])=[O:21]. (7) Given the product [C:1]([OH:14])(=[O:13])[CH:2]=[CH2:3].[NH2:39][C:40]([O:36][CH2:24][CH3:25])=[O:41], predict the reactants needed to synthesize it. The reactants are: [C:1]([O-:14])(=[O:13])[CH2:2][CH2:3]CCCCCCCCC.C([Sn+2]CCCC)CCC.[C:24]([O-])(=[O:36])[CH2:25]CCCCCCCCCC.I.[N-:39]=[C:40]=[O:41]. (8) The reactants are: [Br:1][C:2]1[C:11]([O:12]C)=[C:10]([CH3:14])[CH:9]=[C:8]2[C:3]=1[CH:4]=[CH:5][CH:6]=[N:7]2.B(Br)(Br)Br.CO. Given the product [Br:1][C:2]1[C:11]([OH:12])=[C:10]([CH3:14])[CH:9]=[C:8]2[C:3]=1[CH:4]=[CH:5][CH:6]=[N:7]2, predict the reactants needed to synthesize it.